This data is from Full USPTO retrosynthesis dataset with 1.9M reactions from patents (1976-2016). The task is: Predict the reactants needed to synthesize the given product. Given the product [NH:23]1[CH2:22][CH:21]([CH:18]2[CH2:17][CH2:16][N:15]([C:13]([C:9]3[S:8][CH:12]=[CH:11][N:10]=3)=[O:14])[CH2:20][CH2:19]2)[CH2:24]1, predict the reactants needed to synthesize it. The reactants are: C(O)(C(F)(F)F)=O.[S:8]1[CH:12]=[CH:11][N:10]=[C:9]1[C:13]([N:15]1[CH2:20][CH2:19][CH:18]([CH:21]2[CH2:24][N:23](C(OC(C)(C)C)=O)[CH2:22]2)[CH2:17][CH2:16]1)=[O:14].